From a dataset of Forward reaction prediction with 1.9M reactions from USPTO patents (1976-2016). Predict the product of the given reaction. (1) Given the reactants C[N:2](C)/[CH:3]=[CH:4]/[C:5]([C:7]1[C:12](=[O:13])[CH:11]=[CH:10][N:9]([C:14]2[CH:19]=[CH:18][CH:17]=[CH:16][CH:15]=2)[N:8]=1)=O.[F:21][C:22]1[CH:23]=[C:24]2[C:29](=[CH:30][CH:31]=1)[N:28]=[CH:27][CH:26]=[C:25]2[NH:32]N, predict the reaction product. The product is: [F:21][C:22]1[CH:23]=[C:24]2[C:29](=[CH:30][CH:31]=1)[N:28]=[CH:27][CH:26]=[C:25]2[N:32]1[C:5]([C:7]2[C:12](=[O:13])[CH:11]=[CH:10][N:9]([C:14]3[CH:19]=[CH:18][CH:17]=[CH:16][CH:15]=3)[N:8]=2)=[CH:4][CH:3]=[N:2]1. (2) Given the reactants [Cl:1][C:2]1[C:3]([NH:18][CH:19]2[CH2:21][CH2:20]2)=[N:4][C:5]([NH:8][C:9]2[CH:10]=[C:11]([C:15](=[O:17])[CH3:16])[CH:12]=[CH:13][CH:14]=2)=[N:6][CH:7]=1.[CH2:22](O)[CH2:23][OH:24].C1(C)C=CC(S(O)(=O)=O)=CC=1.O, predict the reaction product. The product is: [Cl:1][C:2]1[C:3]([NH:18][CH:19]2[CH2:21][CH2:20]2)=[N:4][C:5]([NH:8][C:9]2[CH:14]=[CH:13][CH:12]=[C:11]([C:15]3([CH3:16])[O:24][CH2:23][CH2:22][O:17]3)[CH:10]=2)=[N:6][CH:7]=1. (3) Given the reactants [N:1]1([C:7]2[CH:8]=[CH:9][C:10]3[N:11]([C:13]([C:16]([F:19])([F:18])[F:17])=[N:14][N:15]=3)[N:12]=2)[CH2:6][CH2:5][NH:4][CH2:3][CH2:2]1.[F:20][C:21]([F:31])([F:30])[C:22]1[CH:23]=[C:24]([CH:27]=[CH:28][CH:29]=1)[CH:25]=O, predict the reaction product. The product is: [F:19][C:16]([F:17])([F:18])[C:13]1[N:11]2[N:12]=[C:7]([N:1]3[CH2:2][CH2:3][N:4]([CH2:25][C:24]4[CH:27]=[CH:28][CH:29]=[C:22]([C:21]([F:20])([F:30])[F:31])[CH:23]=4)[CH2:5][CH2:6]3)[CH:8]=[CH:9][C:10]2=[N:15][N:14]=1. (4) Given the reactants O[C@H:2]1[CH2:19][CH2:18][C@@:17]2([CH3:20])[C:4](=[CH:5][CH2:6][C@@H:7]3[C@@H:16]2[CH2:15][CH2:14][C@@:12]2([CH3:13])[C@H:8]3[CH2:9][CH2:10][C:11]2=[O:21])[CH2:3]1.C1C=C(Cl)C=C(C(OO)=[O:30])C=1.[O-:33]S([O-])=O.[Na+].[Na+].C([O-])(O)=O.[Na+], predict the reaction product. The product is: [O:30]1[C@H:5]2[CH2:6][C@@H:7]3[C@@H:16]([C@@:17]4([CH3:20])[CH2:18][CH2:19][CH2:2][CH2:3][C@:4]124)[CH2:15][CH2:14][C@@:12]1([CH3:13])[C@H:8]3[CH2:9][CH2:10][C:11]1=[O:21].[O:33]1[C@@H:5]2[CH2:6][C@@H:7]3[C@@H:16]([C@@:17]4([CH3:20])[CH2:18][CH2:19][CH2:2][CH2:3][C@@:4]124)[CH2:15][CH2:14][C@@:12]1([CH3:13])[C@H:8]3[CH2:9][CH2:10][C:11]1=[O:21].